Dataset: Forward reaction prediction with 1.9M reactions from USPTO patents (1976-2016). Task: Predict the product of the given reaction. (1) Given the reactants [NH2:1][C:2]1[CH:3]=[C:4]([C:9]([Br:12])=[CH:10][N:11]=1)[C:5]([O:7][CH3:8])=[O:6].Br[CH2:14][C:15]([C:17]1[CH:22]=[CH:21][CH:20]=[CH:19][CH:18]=1)=O, predict the reaction product. The product is: [Br:12][C:9]1[C:4]([C:5]([O:7][CH3:8])=[O:6])=[CH:3][C:2]2[N:11]([CH:14]=[C:15]([C:17]3[CH:22]=[CH:21][CH:20]=[CH:19][CH:18]=3)[N:1]=2)[CH:10]=1. (2) Given the reactants C[O:2][C:3]([C:5]1[S:6][C:7]([C:31]2[CH:36]=[CH:35][CH:34]=[CH:33][CH:32]=2)=[CH:8][C:9]=1[N:10]([S:19]([C:22]1[CH:27]=[C:26]([CH3:28])[C:25]([Cl:29])=[CH:24][C:23]=1[CH3:30])(=[O:21])=[O:20])[CH2:11][C:12]1[CH:17]=[CH:16][CH:15]=[C:14]([I:18])[CH:13]=1)=[O:4].[Li+].[OH-], predict the reaction product. The product is: [Cl:29][C:25]1[C:26]([CH3:28])=[CH:27][C:22]([S:19]([N:10]([CH2:11][C:12]2[CH:17]=[CH:16][CH:15]=[C:14]([I:18])[CH:13]=2)[C:9]2[CH:8]=[C:7]([C:31]3[CH:32]=[CH:33][CH:34]=[CH:35][CH:36]=3)[S:6][C:5]=2[C:3]([OH:4])=[O:2])(=[O:20])=[O:21])=[C:23]([CH3:30])[CH:24]=1.